The task is: Predict the reaction yield, written as a fraction of the theoretical maximum amount of product (1.0 means a 100% yield; for example, 0.34 means a 34% yield).. This data is from Reaction yield outcomes from USPTO patents with 853,638 reactions. (1) The reactants are F[C:2]1[CH:10]=[CH:9][C:8]([S:11]([CH3:14])(=[O:13])=[O:12])=[CH:7][C:3]=1[C:4]([OH:6])=[O:5].C(=O)([O-])[O-].[Cs+].[Cs+].[CH2:21]([SH:23])[CH3:22].Cl. The catalyst is CN(C)C=O. The product is [CH2:21]([S:23][C:2]1[CH:10]=[CH:9][C:8]([S:11]([CH3:14])(=[O:13])=[O:12])=[CH:7][C:3]=1[C:4]([OH:6])=[O:5])[CH3:22]. The yield is 0.990. (2) The reactants are [CH2:1]([O:3][C:4]1[CH:5]=[C:6]([C:13]2[O:17][N:16]=[C:15]([C:18]3[CH:19]=[CH:20][C:21]4[O:25][C:24](C=O)=[CH:23][C:22]=4[CH:28]=3)[N:14]=2)[CH:7]=[CH:8][C:9]=1[O:10][CH2:11][CH3:12])[CH3:2].C[CH2:30][N:31]([CH:35](C)C)[CH:32]([CH3:34])C.[BH-]([O:47][C:48](C)=[O:49])(OC(C)=O)OC(C)=O.[Na+].[CH3:52]C(O)=O. The catalyst is ClCCCl.CO.CCOC(C)=O. The product is [CH2:1]([O:3][C:4]1[CH:5]=[C:6]([C:13]2[O:17][N:16]=[C:15]([C:18]3[CH:19]=[CH:20][C:21]4[O:25][C:24]([CH2:35][N:31]5[CH2:30][CH:34]([C:48]([O:47][CH3:52])=[O:49])[CH2:32]5)=[CH:23][C:22]=4[CH:28]=3)[N:14]=2)[CH:7]=[CH:8][C:9]=1[O:10][CH2:11][CH3:12])[CH3:2]. The yield is 0.680. (3) The reactants are [CH3:1][C:2]([C@@H:10]1[CH2:15][CH2:14][O:13][C:12]([CH3:17])([CH3:16])[O:11]1)([C:4](=[O:9])[CH2:5][CH2:6][CH:7]=[CH2:8])[CH3:3]. The catalyst is C1COCC1.[Pd]. The product is [CH3:3][C:2]([C@@H:10]1[CH2:15][CH2:14][O:13][C:12]([CH3:16])([CH3:17])[O:11]1)([C:4](=[O:9])[CH2:5][CH2:6][CH2:7][CH3:8])[CH3:1]. The yield is 0.870. (4) The reactants are C(Cl)(=O)C([Cl:4])=O.[C:7]([N:11]([C:14]1[CH:19]=[CH:18][CH:17]=[CH:16][CH:15]=1)[CH:12]=O)([CH3:10])([CH3:9])[CH3:8].[C:20]([N:24]([Si](C)(C)C)[C:25]1[CH:30]=[CH:29][CH:28]=[CH:27][CH:26]=1)([CH3:23])([CH3:22])[CH3:21]. The catalyst is C1(C)C=CC=CC=1. The product is [Cl-:4].[C:7]([N:11]([C:14]1[CH:19]=[CH:18][CH:17]=[CH:16][CH:15]=1)[CH:12]=[N+:24]([C:20]([CH3:23])([CH3:22])[CH3:21])[C:25]1[CH:30]=[CH:29][CH:28]=[CH:27][CH:26]=1)([CH3:10])([CH3:9])[CH3:8]. The yield is 0.908. (5) The reactants are [F:1][C:2]1[CH:3]=[C:4](/[CH:16]=[C:17](\[CH3:20])/[CH2:18]O)[CH:5]=[C:6]([F:15])[C:7]=1[O:8][C:9]1[CH:14]=[CH:13][CH:12]=[CH:11][CH:10]=1.C1C=CC(P(C2C=CC=CC=2)C2C=CC=CC=2)=CC=1.[C:40]1(=[O:50])[NH:44][C:43](=[O:45])[C:42]2=[CH:46][CH:47]=[CH:48][CH:49]=[C:41]12.N(C(OCC)=O)=NC(OCC)=O. The catalyst is C1(C)C=CC=CC=1.CCOC(C)=O. The product is [F:1][C:2]1[CH:3]=[C:4](/[CH:16]=[C:17](\[CH3:20])/[CH2:18][N:44]2[C:40](=[O:50])[C:41]3[C:42](=[CH:46][CH:47]=[CH:48][CH:49]=3)[C:43]2=[O:45])[CH:5]=[C:6]([F:15])[C:7]=1[O:8][C:9]1[CH:14]=[CH:13][CH:12]=[CH:11][CH:10]=1. The yield is 0.630. (6) The reactants are [N+:1]([C:4]1[CH:5]=[C:6]2[C:10](=[CH:11][CH:12]=1)[NH:9][CH:8]=[CH:7]2)([O-:3])=[O:2].[Al+3].[Cl-].[Cl-].[Cl-].Br[C:18]([CH3:21])([CH3:20])[CH3:19]. The catalyst is C(Cl)Cl. The product is [C:18]([C:7]1[C:6]2[C:10](=[CH:11][CH:12]=[C:4]([N+:1]([O-:3])=[O:2])[CH:5]=2)[NH:9][CH:8]=1)([CH3:21])([CH3:20])[CH3:19]. The yield is 0.310.